From a dataset of Reaction yield outcomes from USPTO patents with 853,638 reactions. Predict the reaction yield, written as a fraction of the theoretical maximum amount of product (1.0 means a 100% yield; for example, 0.34 means a 34% yield). (1) The reactants are [CH3:1][O:2][C:3]([C:5]1[C:13]([NH:14][C:15]2[CH:20]=[CH:19][CH:18]=[CH:17][CH:16]=2)=[C:12]([Cl:21])[C:8]2[N:9]=[CH:10][NH:11][C:7]=2[CH:6]=1)=[O:4].C1C(=O)N([Br:29])C(=O)C1. The catalyst is CN(C=O)C. The product is [CH3:1][O:2][C:3]([C:5]1[C:13]([NH:14][C:15]2[CH:16]=[CH:17][C:18]([Br:29])=[CH:19][CH:20]=2)=[C:12]([Cl:21])[C:8]2[N:9]=[CH:10][NH:11][C:7]=2[CH:6]=1)=[O:4]. The yield is 0.540. (2) The reactants are [OH:1][C:2]1[CH:11]=[C:10]2[C:5]([C:6]([O:12][C:13]3[C:14]([CH3:23])=[N:15][C:16]4[C:21]([CH:22]=3)=[CH:20][CH:19]=[CH:18][N:17]=4)=[CH:7][CH:8]=[N:9]2)=[CH:4][C:3]=1[O:24][CH3:25].C(=O)([O-])[O-].[K+].[K+].Br[CH2:33][CH2:34][CH2:35][CH2:36][OH:37]. The catalyst is CN(C)C=O. The product is [CH3:25][O:24][C:3]1[CH:4]=[C:5]2[C:10](=[CH:11][C:2]=1[O:1][CH2:33][CH2:34][CH2:35][CH2:36][OH:37])[N:9]=[CH:8][CH:7]=[C:6]2[O:12][C:13]1[C:14]([CH3:23])=[N:15][C:16]2[C:21]([CH:22]=1)=[CH:20][CH:19]=[CH:18][N:17]=2. The yield is 0.350.